Dataset: Full USPTO retrosynthesis dataset with 1.9M reactions from patents (1976-2016). Task: Predict the reactants needed to synthesize the given product. (1) Given the product [CH:1]1([CH2:4][S:5]([CH2:8][CH:9]([CH2:13][C:14]([N:16]2[CH2:17][CH2:18][O:19][CH2:20][CH2:21]2)=[O:15])[C:10]([OH:12])=[O:11])(=[O:7])=[O:6])[CH2:3][CH2:2]1, predict the reactants needed to synthesize it. The reactants are: [CH:1]1([CH2:4][S:5]([OH:7])=[O:6])[CH2:3][CH2:2]1.[CH2:8]=[C:9]([CH2:13][C:14]([N:16]1[CH2:21][CH2:20][O:19][CH2:18][CH2:17]1)=[O:15])[C:10]([OH:12])=[O:11]. (2) Given the product [ClH:1].[CH:14]([C:6]1[C:5]([C:3](=[O:4])[CH:2]([N:18]2[CH2:23][CH2:22][O:21][CH2:20][CH2:19]2)[CH3:17])=[C:9]2[CH:10]=[CH:11][CH:12]=[CH:13][N:8]2[N:7]=1)([CH3:16])[CH3:15], predict the reactants needed to synthesize it. The reactants are: [Cl:1][CH:2]([CH3:17])[C:3]([C:5]1[C:6]([CH:14]([CH3:16])[CH3:15])=[N:7][N:8]2[CH:13]=[CH:12][CH:11]=[CH:10][C:9]=12)=[O:4].[NH:18]1[CH2:23][CH2:22][O:21][CH2:20][CH2:19]1.[Na+].[I-]. (3) Given the product [NH2:8][C:5]1[CH:6]=[CH:7][C:2]([Cl:1])=[CH:3][C:4]=1[CH:16]([C:18]1[C:26]2[O:25][CH2:24][CH2:23][C:22]=2[CH:21]=[CH:20][CH:19]=1)[OH:17], predict the reactants needed to synthesize it. The reactants are: [Cl:1][C:2]1[CH:7]=[CH:6][C:5]([NH:8]C(=O)OC(C)(C)C)=[C:4]([CH:16]([C:18]2[C:26]3[O:25][CH2:24][CH2:23][C:22]=3[CH:21]=[CH:20][CH:19]=2)[OH:17])[CH:3]=1.Cl.O1CCOCC1.C(=O)([O-])O.[Na+].